This data is from Forward reaction prediction with 1.9M reactions from USPTO patents (1976-2016). The task is: Predict the product of the given reaction. Given the reactants [CH2:1]([O:3][C:4]([C:6]1[N:7]([C:27]2[CH:32]=[CH:31][C:30]([O:33][CH:34]([CH3:36])[CH3:35])=[CH:29][CH:28]=2)[C:8]2[C:13]([C:14]=1[CH:15]=O)=[CH:12][C:11]([C:17]1[CH:22]=[CH:21][C:20]([C:23]([F:26])([F:25])[F:24])=[CH:19][N:18]=1)=[CH:10][CH:9]=2)=[O:5])[CH3:2].[NH2:37][CH:38]([CH2:41][OH:42])[CH2:39][OH:40], predict the reaction product. The product is: [CH2:1]([O:3][C:4]([C:6]1[N:7]([C:27]2[CH:28]=[CH:29][C:30]([O:33][CH:34]([CH3:35])[CH3:36])=[CH:31][CH:32]=2)[C:8]2[C:13]([C:14]=1[CH2:15][NH:37][CH:38]([CH2:41][OH:42])[CH2:39][OH:40])=[CH:12][C:11]([C:17]1[CH:22]=[CH:21][C:20]([C:23]([F:25])([F:24])[F:26])=[CH:19][N:18]=1)=[CH:10][CH:9]=2)=[O:5])[CH3:2].